From a dataset of Catalyst prediction with 721,799 reactions and 888 catalyst types from USPTO. Predict which catalyst facilitates the given reaction. Reactant: [C:1]([C:5]1[CH:10]=[CH:9][C:8](/[CH:11]=[CH:12]/[C:13]2[NH:17][C:16]3[CH:18]=[CH:19][C:20]([C:22]4[CH:27]=[CH:26][CH:25]=[CH:24][C:23]=4[C:28](=[O:30])[CH3:29])=[CH:21][C:15]=3[N:14]=2)=[CH:7][CH:6]=1)([CH3:4])([CH3:3])[CH3:2].[BH4-].[Na+].CCOC(C)=O. Product: [C:1]([C:5]1[CH:6]=[CH:7][C:8](/[CH:11]=[CH:12]/[C:13]2[NH:17][C:16]3[CH:18]=[CH:19][C:20]([C:22]4[CH:27]=[CH:26][CH:25]=[CH:24][C:23]=4[CH:28]([OH:30])[CH3:29])=[CH:21][C:15]=3[N:14]=2)=[CH:9][CH:10]=1)([CH3:4])([CH3:2])[CH3:3]. The catalyst class is: 8.